From a dataset of NCI-60 drug combinations with 297,098 pairs across 59 cell lines. Regression. Given two drug SMILES strings and cell line genomic features, predict the synergy score measuring deviation from expected non-interaction effect. Drug 1: C1CC(C1)(C(=O)O)C(=O)O.[NH2-].[NH2-].[Pt+2]. Drug 2: CCCCC(=O)OCC(=O)C1(CC(C2=C(C1)C(=C3C(=C2O)C(=O)C4=C(C3=O)C=CC=C4OC)O)OC5CC(C(C(O5)C)O)NC(=O)C(F)(F)F)O. Cell line: HT29. Synergy scores: CSS=13.2, Synergy_ZIP=-1.62, Synergy_Bliss=-3.51, Synergy_Loewe=-32.1, Synergy_HSA=-3.74.